Dataset: Reaction yield outcomes from USPTO patents with 853,638 reactions. Task: Predict the reaction yield, written as a fraction of the theoretical maximum amount of product (1.0 means a 100% yield; for example, 0.34 means a 34% yield). (1) The reactants are [Cl:1][C:2]1[N:7]=[C:6]([O:8][C:9]2[C:14]([CH3:15])=[CH:13][C:12]([CH3:16])=[CH:11][C:10]=2[CH3:17])[C:5]([C:18]([OH:20])=O)=[CH:4][CH:3]=1.CN(C(ON1N=NC2C=CC=NC1=2)=[N+](C)C)C.F[P-](F)(F)(F)(F)F.[F:45][C:46]1[N:51]=[C:50]([S:52]([NH2:55])(=[O:54])=[O:53])[CH:49]=[CH:48][CH:47]=1.C(N(C(C)C)C(C)C)C. The catalyst is CN(C)C=O. The product is [Cl:1][C:2]1[N:7]=[C:6]([O:8][C:9]2[C:10]([CH3:17])=[CH:11][C:12]([CH3:16])=[CH:13][C:14]=2[CH3:15])[C:5]([C:18]([NH:55][S:52]([C:50]2[CH:49]=[CH:48][CH:47]=[C:46]([F:45])[N:51]=2)(=[O:53])=[O:54])=[O:20])=[CH:4][CH:3]=1. The yield is 0.600. (2) The reactants are C[Si]([Br:5])(C)C.[F:6][C:7]1[C:8]([C:15]2[S:16][C:17]3[C:18](Cl)=[N:19][CH:20]=[C:21]([F:24])[C:22]=3[N:23]=2)=[C:9]([CH:12]=[CH:13][CH:14]=1)[C:10]#[N:11].C(=O)(O)[O-].[Na+]. The catalyst is C(#N)CC. The product is [Br:5][C:18]1[C:17]2[S:16][C:15]([C:8]3[C:7]([F:6])=[CH:14][CH:13]=[CH:12][C:9]=3[C:10]#[N:11])=[N:23][C:22]=2[C:21]([F:24])=[CH:20][N:19]=1. The yield is 0.950. (3) The reactants are C(O)C.C(=O)([O-])[O-].[Na+].[Na+].[N+:10]([C:13]1[CH:14]=[C:15]([CH:24]=[CH:25][CH:26]=1)[CH:16]=[CH:17][CH:18]=[N:19][NH:20][C:21]([NH2:23])=[S:22])([O-])=O. The catalyst is [H][H].[S]. The product is [NH2:10][C:13]1[CH:14]=[C:15]([CH:24]=[CH:25][CH:26]=1)[CH:16]=[CH:17][CH:18]=[N:19][NH:20][C:21]([NH2:23])=[S:22]. The yield is 0.680.